Dataset: Catalyst prediction with 721,799 reactions and 888 catalyst types from USPTO. Task: Predict which catalyst facilitates the given reaction. (1) Reactant: [F:1][C:2]([F:23])([F:22])[C:3]1[CH:17]=[C:16]([C:18]([F:21])([F:20])[F:19])[CH:15]=[CH:14][C:4]=1[CH2:5][N:6]1[CH2:11][CH2:10][CH:9]([CH:12]=O)[CH2:8][CH2:7]1.[CH2:24]([NH:27][C:28]1[CH2:32][S:31][C:30](=[O:33])[N:29]=1)[C:25]#[CH:26].CC(C)([O-])C.[K+]. Product: [F:23][C:2]([F:1])([F:22])[C:3]1[CH:17]=[C:16]([C:18]([F:21])([F:20])[F:19])[CH:15]=[CH:14][C:4]=1[CH2:5][N:6]1[CH2:11][CH2:10][CH:9](/[CH:12]=[C:32]2/[C:28]([NH:27][CH2:24][C:25]#[CH:26])=[N:29][C:30](=[O:33])[S:31]/2)[CH2:8][CH2:7]1. The catalyst class is: 8. (2) Reactant: [C:1]([O:5][C:6](=[O:27])[NH:7][CH2:8][C@@H:9](C1C(=O)C2C(=CC=CC=2)C1=O)[C:10]1[CH:15]=[CH:14][CH:13]=[CH:12][CH:11]=1)([CH3:4])([CH3:3])[CH3:2].[NH2:28]N. Product: [C:1]([O:5][C:6](=[O:27])[NH:7][CH2:8][C@@H:9]([NH2:28])[C:10]1[CH:15]=[CH:14][CH:13]=[CH:12][CH:11]=1)([CH3:4])([CH3:3])[CH3:2]. The catalyst class is: 5. (3) Reactant: [Cl:1][C:2]1[CH:7]=[CH:6][C:5]([C:8]2[C:17](=[O:18])[C:16]3[C:11](=[CH:12][C:13](F)=[CH:14][CH:15]=3)[O:10][C:9]=2[CH:20]([CH3:22])[CH3:21])=[CH:4][CH:3]=1.[N-:23]=[N+:24]=[N-:25].[Na+]. Product: [N:23]([C:13]1[CH:12]=[C:11]2[C:16]([C:17](=[O:18])[C:8]([C:5]3[CH:6]=[CH:7][C:2]([Cl:1])=[CH:3][CH:4]=3)=[C:9]([CH:20]([CH3:22])[CH3:21])[O:10]2)=[CH:15][CH:14]=1)=[N+:24]=[N-:25]. The catalyst class is: 9. (4) Reactant: [CH3:1][C:2]1([CH3:10])[O:7][CH2:6][C:5]([NH2:9])([CH3:8])[CH2:4][O:3]1.Cl[C:12]1[C:13]2[S:30][C:29](=[O:31])[N:28]([CH2:32][CH2:33][S:34]([C:37]3[CH:42]=[CH:41][CH:40]=[CH:39][CH:38]=3)(=[O:36])=[O:35])[C:14]=2[N:15]=[C:16]([S:18][CH2:19][C:20]2[CH:25]=[CH:24][CH:23]=[C:22]([F:26])[C:21]=2[F:27])[N:17]=1.FC1C(F)=CC=CC=1CSC1N=C(NC(CO)(C)CO)C2SC(=O)N(CCS(C3C=CC=CC=3)(=O)=O)C=2N=1.[CH2-]C(C)=O. Product: [F:27][C:21]1[C:22]([F:26])=[CH:23][CH:24]=[CH:25][C:20]=1[CH2:19][S:18][C:16]1[N:17]=[C:12]([NH:9][C:5]2([CH3:8])[CH2:6][O:7][C:2]([CH3:10])([CH3:1])[O:3][CH2:4]2)[C:13]2[S:30][C:29](=[O:31])[N:28]([CH2:32][CH2:33][S:34]([C:37]3[CH:38]=[CH:39][CH:40]=[CH:41][CH:42]=3)(=[O:35])=[O:36])[C:14]=2[N:15]=1. The catalyst class is: 6. (5) Reactant: Cl[C:2]1[CH:3]=[C:4]([C:24]2[CH:29]=[CH:28][CH:27]=[CH:26][CH:25]=2)[C:5]([C:8]([NH:10][C:11]2[CH:23]=[CH:22][C:14]([C:15]([O:17][C:18]([CH3:21])([CH3:20])[CH3:19])=[O:16])=[CH:13][CH:12]=2)=[O:9])=[N:6][CH:7]=1.CC1(C)C(C)(C)OB([C:38]2[CH2:43][CH2:42][N:41]([C:44]([O:46][C:47]([CH3:50])([CH3:49])[CH3:48])=[O:45])[CH2:40][CH:39]=2)O1.C(=O)([O-])[O-].[Na+].[Na+].O1CCOCC1. Product: [C:18]([O:17][C:15]([C:14]1[CH:22]=[CH:23][C:11]([NH:10][C:8]([C:5]2[N:6]=[CH:7][C:2]([C:38]3[CH2:43][CH2:42][N:41]([C:44]([O:46][C:47]([CH3:50])([CH3:49])[CH3:48])=[O:45])[CH2:40][CH:39]=3)=[CH:3][C:4]=2[C:24]2[CH:29]=[CH:28][CH:27]=[CH:26][CH:25]=2)=[O:9])=[CH:12][CH:13]=1)=[O:16])([CH3:21])([CH3:20])[CH3:19]. The catalyst class is: 161. (6) Reactant: [NH2:1][C:2]1[NH:3][N:4]=[C:5]([C:7]2[CH:12]=[CH:11][CH:10]=[CH:9][C:8]=2[Br:13])[CH:6]=1.C([O:16][C:17](=O)[CH2:18][C:19]([C:21]([F:24])([F:23])[F:22])=[O:20])C. Product: [Br:13][C:8]1[CH:9]=[CH:10][CH:11]=[CH:12][C:7]=1[C:5]1[CH:6]=[C:2]([NH:1][C:17](=[O:16])[CH2:18][C:19](=[O:20])[C:21]([F:24])([F:23])[F:22])[NH:3][N:4]=1. The catalyst class is: 15. (7) Reactant: C(=O)([O-])[O-].[Cs+].[Cs+].Br[CH2:8][CH:9]([F:11])[F:10].[OH:12][C:13]1[N:14]=[CH:15][C:16]([C:19]([O:21][CH3:22])=[O:20])=[N:17][CH:18]=1.[Cl-].[Na+]. Product: [F:10][CH:9]([F:11])[CH2:8][O:12][C:13]1[N:14]=[CH:15][C:16]([C:19]([O:21][CH3:22])=[O:20])=[N:17][CH:18]=1. The catalyst class is: 39. (8) Reactant: [CH:1]1([C:4]2[N:5]=[CH:6][N:7]([C:9]3[CH:32]=[C:14]4[C:15]5[C:20]([CH2:21][CH2:22][N:13]4[C:12](=[O:33])[CH2:11][N:10]=3)=[C:19](B3OC(C)(C)C(C)(C)O3)[CH:18]=[CH:17][CH:16]=5)[CH:8]=2)[CH2:3][CH2:2]1.Br[C:35]1[CH:40]=[N:39][C:38]([F:41])=[CH:37][N:36]=1.C([O-])([O-])=O.[Na+].[Na+]. Product: [CH:1]1([C:4]2[N:5]=[CH:6][N:7]([C:9]3[CH:32]=[C:14]4[C:15]5[C:20]([CH2:21][CH2:22][N:13]4[C:12](=[O:33])[CH2:11][N:10]=3)=[C:19]([C:35]3[CH:40]=[N:39][C:38]([F:41])=[CH:37][N:36]=3)[CH:18]=[CH:17][CH:16]=5)[CH:8]=2)[CH2:2][CH2:3]1. The catalyst class is: 104. (9) Reactant: S(=O)(=O)(O)O.[BH4-].[Na+].[CH2:8]([O:15][C:16]([C@@H:18]1[CH2:23][CH2:22][C:21](=[N:24][O:25][CH2:26][C:27]2[CH:32]=[CH:31][CH:30]=[CH:29][CH:28]=2)[CH2:20][NH:19]1)=[O:17])[C:9]1[CH:14]=[CH:13][CH:12]=[CH:11][CH:10]=1.C12(CS(O)(=O)=O)C(C)(C)C(CC1)CC2=O. Product: [CH2:8]([O:15][C:16]([C@@H:18]1[CH2:23][CH2:22][C@@H:21]([NH:24][O:25][CH2:26][C:27]2[CH:32]=[CH:31][CH:30]=[CH:29][CH:28]=2)[CH2:20][NH:19]1)=[O:17])[C:9]1[CH:10]=[CH:11][CH:12]=[CH:13][CH:14]=1. The catalyst class is: 7.